From a dataset of Full USPTO retrosynthesis dataset with 1.9M reactions from patents (1976-2016). Predict the reactants needed to synthesize the given product. (1) Given the product [CH3:14][N:15]([CH3:19])[CH2:16][CH2:17][NH:18][C:2]1[C:10]2[O:9][CH:8]=[CH:7][C:6]=2[CH:5]=[C:4]([N+:11]([O-:13])=[O:12])[CH:3]=1, predict the reactants needed to synthesize it. The reactants are: I[C:2]1[C:10]2[O:9][CH:8]=[CH:7][C:6]=2[CH:5]=[C:4]([N+:11]([O-:13])=[O:12])[CH:3]=1.[CH3:14][N:15]([CH3:19])[CH2:16][CH2:17][NH2:18].CC1(C)C2C(=C(P(C3C=CC=CC=3)C3C=CC=CC=3)C=CC=2)OC2C(P(C3C=CC=CC=3)C3C=CC=CC=3)=CC=CC1=2.C([O-])([O-])=O.[Cs+].[Cs+]. (2) The reactants are: C(OC(=O)[NH:7][C:8]1[CH:13]=[C:12]([C:14]([F:17])([F:16])[F:15])[CH:11]=[CH:10][C:9]=1[C:18]1[CH:23]=[C:22]([O:24][C:25]2[C:30]3[N:31]=[C:32]([NH:34][C:35](=[O:37])[CH3:36])[S:33][C:29]=3[CH:28]=[CH:27][CH:26]=2)[N:21]=[CH:20][N:19]=1)(C)(C)C.Cl. Given the product [NH2:7][C:8]1[CH:13]=[C:12]([C:14]([F:17])([F:15])[F:16])[CH:11]=[CH:10][C:9]=1[C:18]1[N:19]=[CH:20][N:21]=[C:22]([O:24][C:25]2[C:30]3[N:31]=[C:32]([NH:34][C:35](=[O:37])[CH3:36])[S:33][C:29]=3[CH:28]=[CH:27][CH:26]=2)[CH:23]=1, predict the reactants needed to synthesize it. (3) Given the product [OH:15][C:16]1[CH:28]=[CH:27][C:19]2[C:20](=[O:26])[O:21][C:22]([CH3:24])([CH3:25])[O:23][C:18]=2[CH:17]=1, predict the reactants needed to synthesize it. The reactants are: C(OC(=O)N(CCC1CC1)CC1C=CC([O:15][C:16]2[CH:28]=[CH:27][C:19]3[C:20](=[O:26])[O:21][C:22]([CH3:25])([CH3:24])[O:23][C:18]=3[CH:17]=2)=C(F)C=1)(C)(C)C. (4) Given the product [C:1]([O:5][C:6](=[O:18])[NH:7][C@@H:8]1[C:16]2[C:11](=[CH:12][C:13]([B:22]3[O:23][C:24]([CH3:26])([CH3:25])[C:20]([CH3:36])([CH3:19])[O:21]3)=[CH:14][CH:15]=2)[CH2:10][CH2:9]1)([CH3:4])([CH3:3])[CH3:2], predict the reactants needed to synthesize it. The reactants are: [C:1]([O:5][C:6](=[O:18])[NH:7][C@@H:8]1[C:16]2[C:11](=[CH:12][C:13](Br)=[CH:14][CH:15]=2)[CH2:10][CH2:9]1)([CH3:4])([CH3:3])[CH3:2].[CH3:19][C:20]1([CH3:36])[C:24]([CH3:26])([CH3:25])[O:23][B:22]([B:22]2[O:23][C:24]([CH3:26])([CH3:25])[C:20]([CH3:36])([CH3:19])[O:21]2)[O:21]1. (5) Given the product [CH2:1]([C:8]1[CH:13]=[CH:12][NH:11][C:10](=[O:34])[C:9]=1[CH2:15][CH2:16][O:17][C:18]1[C:27]2[C:22](=[CH:23][C:24]([O:28][CH3:29])=[CH:25][CH:26]=2)[N:21]=[CH:20][CH:19]=1)[C:2]1[CH:7]=[CH:6][CH:5]=[CH:4][CH:3]=1, predict the reactants needed to synthesize it. The reactants are: [CH2:1]([C:8]1[CH:13]=[CH:12][N:11]=[C:10](F)[C:9]=1[CH2:15][CH2:16][O:17][C:18]1[C:27]2[C:22](=[CH:23][C:24]([O:28][CH3:29])=[CH:25][CH:26]=2)[N:21]=[CH:20][CH:19]=1)[C:2]1[CH:7]=[CH:6][CH:5]=[CH:4][CH:3]=1.Cl.C1C[O:34]CC1.